Dataset: Reaction yield outcomes from USPTO patents with 853,638 reactions. Task: Predict the reaction yield, written as a fraction of the theoretical maximum amount of product (1.0 means a 100% yield; for example, 0.34 means a 34% yield). The yield is 0.950. The catalyst is CO. The product is [OH:4][CH2:3][C:5]1[CH:6]=[CH:7][C:8]([O:13][C:14]2[CH:19]=[CH:18][CH:17]=[C:16]([C:20]([F:21])([F:22])[F:23])[CH:15]=2)=[C:9]([CH:12]=1)[C:10]#[N:11]. The reactants are [BH4-].[Na+].[CH:3]([C:5]1[CH:6]=[CH:7][C:8]([O:13][C:14]2[CH:19]=[CH:18][CH:17]=[C:16]([C:20]([F:23])([F:22])[F:21])[CH:15]=2)=[C:9]([CH:12]=1)[C:10]#[N:11])=[O:4].